Dataset: Reaction yield outcomes from USPTO patents with 853,638 reactions. Task: Predict the reaction yield, written as a fraction of the theoretical maximum amount of product (1.0 means a 100% yield; for example, 0.34 means a 34% yield). (1) The reactants are [N:1]1([C:10]2[C@:11]3([CH2:28][CH2:27][C@H:26]4[C@@H:16]([CH2:17][CH2:18][C:19]5[C@:24]4([CH3:25])[CH2:23][CH2:22][C:21](=[O:29])[CH:20]=5)[C@@H:13]3[CH2:14][CH:15]=2)[CH3:12])[C:5]2[CH:6]=[CH:7][CH:8]=[CH:9][C:4]=2[N:3]=[CH:2]1.[Li][CH3:31]. The yield is 0.480. The product is [CH3:31][C:21]1([OH:29])[CH2:22][CH2:23][C@@:24]2([CH3:25])[C:19]([CH2:18][CH2:17][C@@H:16]3[C@@H:26]2[CH2:27][CH2:28][C@@:11]2([CH3:12])[C@H:13]3[CH2:14][CH:15]=[C:10]2[N:1]2[C:5]3[CH:6]=[CH:7][CH:8]=[CH:9][C:4]=3[N:3]=[CH:2]2)=[CH:20]1. The catalyst is C1COCC1. (2) The reactants are [C:1]([O:4][C@H:5]1[CH:22]=[CH:21][C@@:20]2([CH3:23])[C:7](=[CH:8][CH2:9][C@@H:10]3[C@@H:19]2[CH2:18][CH2:17][C@@:15]2([CH3:16])[C@H:11]3[CH2:12][CH2:13][C:14]32OCC[O:24]3)[CH2:6]1)(=[O:3])[CH3:2].O.C1(C)C=CC(S(O)(=O)=O)=CC=1. The catalyst is CC(C)=O.O. The product is [C:1]([O:4][C@H:5]1[CH:22]=[CH:21][C@@:20]2([CH3:23])[C:7](=[CH:8][CH2:9][C@@H:10]3[C@@H:19]2[CH2:18][CH2:17][C@@:15]2([CH3:16])[C@H:11]3[CH2:12][CH2:13][C:14]2=[O:24])[CH2:6]1)(=[O:3])[CH3:2]. The yield is 0.980. (3) The reactants are [F:1][C:2]1[CH:7]=[CH:6][C:5]([CH2:8][C@H:9]([NH:25][CH2:26][C:27](O)=[O:28])[C:10]([NH:12][C:13]2[N:17]([CH3:18])[N:16]=[C:15]([C:19]3[CH:24]=[CH:23][N:22]=[CH:21][CH:20]=3)[CH:14]=2)=[O:11])=[CH:4][CH:3]=1.C(OCC)(=O)C.Cl.[CH2:37]([NH2:39])[CH3:38].[Cl-].[NH4+]. The catalyst is C(N(CC)CC)C.ClCCl. The product is [CH2:37]([NH:39][C:27]([CH2:26][NH:25][C@@H:9]([CH2:8][C:5]1[CH:6]=[CH:7][C:2]([F:1])=[CH:3][CH:4]=1)[C:10]([NH:12][C:13]1[N:17]([CH3:18])[N:16]=[C:15]([C:19]2[CH:24]=[CH:23][N:22]=[CH:21][CH:20]=2)[CH:14]=1)=[O:11])=[O:28])[CH3:38]. The yield is 0.440.